From a dataset of Catalyst prediction with 721,799 reactions and 888 catalyst types from USPTO. Predict which catalyst facilitates the given reaction. Reactant: [Si:1](Cl)([C:4]([CH3:7])([CH3:6])[CH3:5])([CH3:3])[CH3:2].N1C=CN=C1.[OH:14][CH2:15][CH2:16][C:17]1[CH:18]=[C:19]([CH2:22][C:23](O)=[O:24])[S:20][CH:21]=1.C(=O)([O-])[O-].[K+].[K+]. Product: [Si:1]([O:14][CH2:15][CH2:16][C:17]1[CH:18]=[C:19]([CH2:22][CH2:23][OH:24])[S:20][CH:21]=1)([C:4]([CH3:7])([CH3:6])[CH3:5])([CH3:3])[CH3:2]. The catalyst class is: 827.